This data is from Peptide-MHC class II binding affinity with 134,281 pairs from IEDB. The task is: Regression. Given a peptide amino acid sequence and an MHC pseudo amino acid sequence, predict their binding affinity value. This is MHC class II binding data. (1) The peptide sequence is KVSDDITYVATATLP. The MHC is HLA-DQA10102-DQB10502 with pseudo-sequence HLA-DQA10102-DQB10502. The binding affinity (normalized) is 0.0611. (2) The peptide sequence is GLFNPMILAAGLIACDPNR. The MHC is DRB1_0405 with pseudo-sequence DRB1_0405. The binding affinity (normalized) is 0.166. (3) The peptide sequence is KKVIQLSRKTFDTEY. The MHC is DRB1_0401 with pseudo-sequence DRB1_0401. The binding affinity (normalized) is 0.242. (4) The peptide sequence is NIRQAGVQYSR. The MHC is HLA-DQA10301-DQB10301 with pseudo-sequence HLA-DQA10301-DQB10301. The binding affinity (normalized) is 0.906. (5) The peptide sequence is DDRFGLALSHLNAMS. The MHC is DRB1_0701 with pseudo-sequence DRB1_0701. The binding affinity (normalized) is 0.770.